This data is from Full USPTO retrosynthesis dataset with 1.9M reactions from patents (1976-2016). The task is: Predict the reactants needed to synthesize the given product. Given the product [F:23][C:24]1[CH:29]=[CH:28][CH:27]=[CH:26][C:25]=1[N:30]1[CH2:35][CH2:34][N:33]([CH2:21][CH2:20][CH2:19][C:9]2[CH:10]=[C:11]([C:12]3[CH:17]=[CH:16][C:15]([CH3:18])=[CH:14][CH:13]=3)[N:7]([C:1]3[CH:6]=[CH:5][CH:4]=[CH:3][CH:2]=3)[N:8]=2)[CH2:32][CH2:31]1, predict the reactants needed to synthesize it. The reactants are: [C:1]1([N:7]2[C:11]([C:12]3[CH:17]=[CH:16][C:15]([CH3:18])=[CH:14][CH:13]=3)=[CH:10][C:9]([CH2:19][CH2:20][CH:21]=O)=[N:8]2)[CH:6]=[CH:5][CH:4]=[CH:3][CH:2]=1.[F:23][C:24]1[CH:29]=[CH:28][CH:27]=[CH:26][C:25]=1[N:30]1[CH2:35][CH2:34][NH:33][CH2:32][CH2:31]1.CCN(C(C)C)C(C)C.[BH-](OC(C)=O)(OC(C)=O)OC(C)=O.[Na+].